From a dataset of Retrosynthesis with 50K atom-mapped reactions and 10 reaction types from USPTO. Predict the reactants needed to synthesize the given product. (1) The reactants are: CC(C)(C)OC(=O)OC(=O)OC(C)(C)C.Nc1cc(-c2cnc3ccccc3c2)n[nH]1. Given the product CC(C)(C)OC(=O)n1nc(-c2cnc3ccccc3c2)cc1N, predict the reactants needed to synthesize it. (2) Given the product CCOC(=O)CNc1ccc2c(c1)OCO2, predict the reactants needed to synthesize it. The reactants are: CCOC(=O)CBr.Nc1ccc2c(c1)OCO2. (3) Given the product Cc1nc(C(=O)N2CCOC3(CCN(Cc4cccc(C=O)c4)CC3)C2)cs1, predict the reactants needed to synthesize it. The reactants are: Cc1nc(C(=O)N2CCOC3(CCNCC3)C2)cs1.O=Cc1cccc(CBr)c1. (4) Given the product Cc1cc(-c2ncccc2-c2ccnc(N)n2)ccc1F, predict the reactants needed to synthesize it. The reactants are: Cc1cc(-c2ncccc2-c2ccnc(Cl)n2)ccc1F.N. (5) Given the product N#CCCCN1CCN(c2ccc(Cl)cc2)CC1, predict the reactants needed to synthesize it. The reactants are: Clc1ccc(N2CCNCC2)cc1.N#CCCCBr. (6) Given the product CCOC(=O)Cc1cc(Nc2cc(C)[nH]n2)nc(Sc2ccc(NC(=O)CC)cc2)n1, predict the reactants needed to synthesize it. The reactants are: CCC(=O)Nc1ccc(S)cc1.CCOC(=O)Cc1cc(Nc2cc(C)[nH]n2)nc(Cl)n1. (7) Given the product COc1nc2ccc(C)cc2nc1N, predict the reactants needed to synthesize it. The reactants are: C[O-].Cc1ccc2nc(Cl)c(N)nc2c1.